This data is from Peptide-MHC class I binding affinity with 185,985 pairs from IEDB/IMGT. The task is: Regression. Given a peptide amino acid sequence and an MHC pseudo amino acid sequence, predict their binding affinity value. This is MHC class I binding data. The peptide sequence is YDAPGWLIW. The MHC is HLA-B15:01 with pseudo-sequence HLA-B15:01. The binding affinity (normalized) is 0.213.